Dataset: Forward reaction prediction with 1.9M reactions from USPTO patents (1976-2016). Task: Predict the product of the given reaction. (1) Given the reactants O[CH2:2][C:3]1[CH:16]=[N:15][C:6]2[N:7]([CH:12]([CH3:14])[CH3:13])[CH2:8][C:9](=[O:11])[NH:10][C:5]=2[CH:4]=1.[I-].C(C[P+](C)(C)C)#N.CCN(C(C)C)C(C)C.Cl.[Cl:35][C:36]1[CH:41]=[CH:40][C:39]([N:42]2[CH2:47][CH2:46][NH:45][CH2:44][CH2:43]2)=[CH:38][CH:37]=1, predict the reaction product. The product is: [Cl:35][C:36]1[CH:37]=[CH:38][C:39]([N:42]2[CH2:47][CH2:46][N:45]([CH2:2][C:3]3[CH:16]=[N:15][C:6]4[N:7]([CH:12]([CH3:14])[CH3:13])[CH2:8][C:9](=[O:11])[NH:10][C:5]=4[CH:4]=3)[CH2:44][CH2:43]2)=[CH:40][CH:41]=1. (2) Given the reactants [F:1][CH:2]([F:25])[O:3][C:4]1[CH:24]=[CH:23][C:7]([CH2:8][C:9]2[C:10]([CH3:22])=[C:11]([CH3:21])[C:12]([CH:19]=C)=[C:13]([CH:18]=2)[C:14]([O:16][CH3:17])=[O:15])=[CH:6][CH:5]=1.CC(C)=[O:28].C(#N)C.I([O-])(=O)(=O)=O.[Na+], predict the reaction product. The product is: [F:25][CH:2]([F:1])[O:3][C:4]1[CH:5]=[CH:6][C:7]([CH2:8][C:9]2[C:10]([CH3:22])=[C:11]([CH3:21])[C:12]([CH:19]=[O:28])=[C:13]([CH:18]=2)[C:14]([O:16][CH3:17])=[O:15])=[CH:23][CH:24]=1. (3) Given the reactants [F:1][C:2]1[CH:10]=[C:9]2[C:5]([CH2:6][CH2:7][NH:8]2)=[CH:4][CH:3]=1.CCN(CC)CC.[CH3:18][C:19]([O:22][C:23](O[C:23]([O:22][C:19]([CH3:21])([CH3:20])[CH3:18])=[O:24])=[O:24])([CH3:21])[CH3:20].N1C=CN=C1, predict the reaction product. The product is: [F:1][C:2]1[CH:10]=[C:9]2[C:5]([CH2:6][CH2:7][N:8]2[C:23]([O:22][C:19]([CH3:21])([CH3:20])[CH3:18])=[O:24])=[CH:4][CH:3]=1. (4) The product is: [NH2:5][C:4]1[CH:3]=[C:2]([F:1])[C:8]([CH:22]=[O:23])=[C:7]([F:9])[CH:6]=1. Given the reactants [F:1][C:2]1[CH:3]=[C:4]([CH:6]=[C:7]([F:9])[CH:8]=1)[NH2:5].C[Si](Cl)(C)C.C([Li])CCC.CN(C)[CH:22]=[O:23].Cl, predict the reaction product. (5) Given the reactants F[C:2]1[CH:9]=[CH:8][C:5]([C:6]#[N:7])=[CH:4][C:3]=1[C:10]([F:13])([F:12])[F:11].[CH3:14][C@@H:15]1[CH2:20][CH2:19][CH2:18][CH2:17][NH:16]1, predict the reaction product. The product is: [CH3:14][C@@H:15]1[CH2:20][CH2:19][CH2:18][CH2:17][N:16]1[C:2]1[CH:9]=[CH:8][C:5]([C:6]#[N:7])=[CH:4][C:3]=1[C:10]([F:13])([F:12])[F:11]. (6) Given the reactants [CH:1]([C@H:4]1[CH2:9][CH2:8][C@H:7]([C:10](Cl)=[O:11])[CH2:6][CH2:5]1)([CH3:3])[CH3:2].C([C@H]1CC[C@H](C(O)=O)CC1)(C)C.[NH2:25][C@@H:26]([C:34]([OH:36])=[O:35])[CH2:27][C:28]1[CH:33]=[CH:32][CH:31]=[CH:30][CH:29]=1, predict the reaction product. The product is: [CH3:2][CH:1]([CH3:3])[C@@H:4]1[CH2:9][CH2:8][C@@H:7]([C:10]([NH:25][C@H:26]([CH2:27][C:28]2[CH:33]=[CH:32][CH:31]=[CH:30][CH:29]=2)[C:34]([OH:36])=[O:35])=[O:11])[CH2:6][CH2:5]1. (7) Given the reactants [Cl:1][C:2]1[CH:3]=[N:4][CH:5]=[C:6]([Cl:24])[C:7]=1[S:8][C:9]1[S:13][C:12]([C:14]([NH:16][CH2:17][C:18](O)=[O:19])=[O:15])=[CH:11][C:10]=1[N+:21]([O-:23])=[O:22].[CH3:25][O:26][CH2:27][CH2:28][CH2:29][NH2:30], predict the reaction product. The product is: [Cl:24][C:6]1[CH:5]=[N:4][CH:3]=[C:2]([Cl:1])[C:7]=1[S:8][C:9]1[S:13][C:12]([C:14]([NH:16][CH2:17][C:18]([NH:30][CH2:29][CH2:28][CH2:27][O:26][CH3:25])=[O:19])=[O:15])=[CH:11][C:10]=1[N+:21]([O-:23])=[O:22].